This data is from Full USPTO retrosynthesis dataset with 1.9M reactions from patents (1976-2016). The task is: Predict the reactants needed to synthesize the given product. (1) Given the product [C:1]1([S:7][C:8]2[CH:13]=[CH:12][N:11]=[C:10]([NH:14][C:15]3[CH:16]=[C:17]([NH:21][C:25](=[O:26])[CH2:24][C:22]#[N:23])[CH:18]=[CH:19][CH:20]=3)[N:9]=2)[CH:6]=[CH:5][CH:4]=[CH:3][CH:2]=1, predict the reactants needed to synthesize it. The reactants are: [C:1]1([S:7][C:8]2[CH:13]=[CH:12][N:11]=[C:10]([NH:14][C:15]3[CH:20]=[CH:19][CH:18]=[C:17]([NH2:21])[CH:16]=3)[N:9]=2)[CH:6]=[CH:5][CH:4]=[CH:3][CH:2]=1.[C:22]([CH2:24][C:25](O)=[O:26])#[N:23]. (2) Given the product [N+:8]([C:7]1[C:2]([NH2:11])=[N:3][CH:4]=[CH:5][CH:6]=1)([O-:10])=[O:9], predict the reactants needed to synthesize it. The reactants are: Cl[C:2]1[C:7]([N+:8]([O-:10])=[O:9])=[CH:6][CH:5]=[CH:4][N:3]=1.[NH3:11]. (3) Given the product [C@H:29]1([NH:28][C:23]2[CH:22]=[CH:21][C:20]3[C:25](=[CH:26][CH:27]=[C:18]([NH:17][C:15]([NH:14][CH:11]4[CH2:12][CH2:13][NH:8][CH2:9][CH2:10]4)=[O:16])[CH:19]=3)[N:24]=2)[C:37]2[C:32](=[CH:33][CH:34]=[CH:35][CH:36]=2)[CH2:31][CH2:30]1, predict the reactants needed to synthesize it. The reactants are: C(OC([N:8]1[CH2:13][CH2:12][CH:11]([NH:14][C:15]([NH:17][C:18]2[CH:19]=[C:20]3[C:25](=[CH:26][CH:27]=2)[N:24]=[C:23]([NH:28][C@H:29]2[C:37]4[C:32](=[CH:33][CH:34]=[CH:35][CH:36]=4)[CH2:31][CH2:30]2)[CH:22]=[CH:21]3)=[O:16])[CH2:10][CH2:9]1)=O)(C)(C)C.FC(F)(F)C(O)=O.C(=O)([O-])[O-].[Na+].[Na+]. (4) The reactants are: [N+:1]([C:4]1[CH:9]=[CH:8][C:7]([S:10](Cl)(=[O:12])=[O:11])=[CH:6][CH:5]=1)([O-:3])=[O:2].[NH2:14][C@H:15]([CH3:18])[CH2:16]O.C(OCC)(=O)C.C(N(CC)C(C)C)(C)C. Given the product [CH3:16][CH:15]1[CH2:18][N@:14]1[S:10]([C:7]1[CH:8]=[CH:9][C:4]([N+:1]([O-:3])=[O:2])=[CH:5][CH:6]=1)(=[O:12])=[O:11], predict the reactants needed to synthesize it.